This data is from Retrosynthesis with 50K atom-mapped reactions and 10 reaction types from USPTO. The task is: Predict the reactants needed to synthesize the given product. Given the product Cc1onc(-c2ccccc2)c1C(=O)NCCCN1CCC(c2cccc(NC(=O)C(C)C)c2)CC1, predict the reactants needed to synthesize it. The reactants are: CC(C)C(=O)Nc1cccc(C2CCN(CCCN)CC2)c1.Cc1onc(-c2ccccc2)c1C(=O)Cl.